From a dataset of Full USPTO retrosynthesis dataset with 1.9M reactions from patents (1976-2016). Predict the reactants needed to synthesize the given product. (1) Given the product [CH2:1]([N:3]([CH2:4][C:5]1[CH:10]=[CH:9][C:8]([O:11][CH2:12][CH2:13][NH:14][CH2:15][CH3:16])=[CH:7][CH:6]=1)[C:19]1[CH:24]=[C:23]([OH:25])[CH:22]=[CH:21][C:20]=1[CH:27]1[CH2:36][CH2:35][C:34]2[CH:33]=[C:32]([OH:37])[CH:31]=[CH:30][C:29]=2[CH2:28]1)[CH3:2], predict the reactants needed to synthesize it. The reactants are: [CH2:1]([N:3]([C:19]1[CH:24]=[C:23]([O:25]C)[CH:22]=[CH:21][C:20]=1[CH:27]1[CH2:36][CH2:35][C:34]2[C:29](=[CH:30][CH:31]=[C:32]([O:37]C)[CH:33]=2)[CH2:28]1)[C:4](=O)[C:5]1[CH:10]=[CH:9][C:8]([O:11][CH2:12][C:13](=O)[NH:14][CH2:15][CH3:16])=[CH:7][CH:6]=1)[CH3:2].C(N(CC1C=CC(OCCNCC)=CC=1)C1C=C(OC)C=CC=1C1CCC2C(=CC=C(OC)C=2)C1)C. (2) Given the product [CH2:29]([C:31]1[CH:36]=[C:35]([CH3:37])[CH:34]=[C:33]([CH2:38][CH3:39])[C:32]=1[C:40](=[O:44])[C:41]([N:15]([CH3:16])[N:14]=[C:8]([C:5]1[CH:4]=[CH:3][C:2]([F:1])=[CH:7][CH:6]=1)[CH2:9][S:10]([CH3:13])(=[O:12])=[O:11])=[O:42])[CH3:30], predict the reactants needed to synthesize it. The reactants are: [F:1][C:2]1[CH:7]=[CH:6][C:5]([C:8](=[N:14][NH:15][CH3:16])[CH2:9][S:10]([CH3:13])(=[O:12])=[O:11])=[CH:4][CH:3]=1.O1CCCC1.C(N(CC)CC)C.[CH2:29]([C:31]1[CH:36]=[C:35]([CH3:37])[CH:34]=[C:33]([CH2:38][CH3:39])[C:32]=1[C:40](=[O:44])[C:41](Cl)=[O:42])[CH3:30]. (3) Given the product [BrH:30].[CH3:29][C:26]1[CH:25]=[C:24]([C:21]2[CH:22]=[CH:23][C:18]3[N:19]([C:15]([CH2:14][O:13][C:7]4[C:6]5[C:11](=[CH:12][C:3]([OH:2])=[CH:4][CH:5]=5)[N:10]=[CH:9][CH:8]=4)=[N:16][N:17]=3)[CH:20]=2)[O:28][N:27]=1, predict the reactants needed to synthesize it. The reactants are: C[O:2][C:3]1[CH:12]=[C:11]2[C:6]([C:7]([O:13][CH2:14][C:15]3[N:19]4[CH:20]=[C:21]([C:24]5[O:28][N:27]=[C:26]([CH3:29])[CH:25]=5)[CH:22]=[CH:23][C:18]4=[N:17][N:16]=3)=[CH:8][CH:9]=[N:10]2)=[CH:5][CH:4]=1.[BrH:30].[OH-].[Na+]. (4) Given the product [Cl:1][C:2]1[CH:3]=[CH:4][C:5]([C:8]([N:16]2[C:24]3[C:19](=[C:20]([NH:25][C:26](=[O:32])[O:27][C:28]([CH3:30])([CH3:31])[CH3:29])[CH:21]=[CH:22][CH:23]=3)[CH:18]=[N:17]2)([CH2:11][C:12]([F:13])([F:14])[F:15])[C:9]#[CH:33])=[CH:6][CH:7]=1, predict the reactants needed to synthesize it. The reactants are: [Cl:1][C:2]1[CH:7]=[CH:6][C:5]([C:8]([N:16]2[C:24]3[C:19](=[C:20]([NH:25][C:26](=[O:32])[O:27][C:28]([CH3:31])([CH3:30])[CH3:29])[CH:21]=[CH:22][CH:23]=3)[CH:18]=[N:17]2)([CH2:11][C:12]([F:15])([F:14])[F:13])[CH:9]=O)=[CH:4][CH:3]=1.[C:33]([O-])([O-])=O.[K+].[K+].[N+](=C(P(=O)(OC)OC)C(=O)C)=[N-]. (5) Given the product [CH:13]1(/[CH:12]=[CH:11]/[C:8]2[O:7][C:6]([CH:4]([OH:5])[CH2:3][CH2:2][NH:1][C:21](=[O:22])[C:20]([F:27])([F:26])[F:19])=[CH:10][CH:9]=2)[CH2:18][CH2:17][CH2:16][CH2:15][CH2:14]1, predict the reactants needed to synthesize it. The reactants are: [NH2:1][CH2:2][CH2:3][CH:4]([C:6]1[O:7][C:8](/[CH:11]=[CH:12]/[CH:13]2[CH2:18][CH2:17][CH2:16][CH2:15][CH2:14]2)=[CH:9][CH:10]=1)[OH:5].[F:19][C:20]([F:27])([F:26])[C:21](OCC)=[O:22]. (6) Given the product [ClH:12].[Br:13][C:14]1[CH:23]=[C:22]2[C:17]([CH:18]=[CH:19][N:20]=[CH:21]2)=[CH:16][C:15]=1[S:24][CH2:25][CH:26]1[CH2:31][CH2:30][CH2:29][NH:28][CH2:27]1, predict the reactants needed to synthesize it. The reactants are: BrC1C=C2C(C=CN=C2)=CC=1[Cl:12].[Br:13][C:14]1[CH:23]=[C:22]2[C:17]([CH:18]=[CH:19][N:20]=[CH:21]2)=[CH:16][C:15]=1[S:24][CH2:25][CH:26]1[CH2:31][CH2:30][CH2:29][NH:28][CH2:27]1.C(OC(N1CCCC(CBr)C1)=O)(C)(C)C.Cl.